Predict the product of the given reaction. From a dataset of Forward reaction prediction with 1.9M reactions from USPTO patents (1976-2016). Given the reactants [C:1]1([O:7][C:8](=[O:27])[NH:9][C:10]2[S:14][N:13]=[C:12]([S:15]CC3C=CC(OC)=CC=3)[C:11]=2[C:25]#[N:26])[CH:6]=[CH:5][CH:4]=[CH:3][CH:2]=1.FC(F)(F)C(O)=O.C1(OC)C=CC=CC=1, predict the reaction product. The product is: [C:1]1([O:7][C:8](=[O:27])[NH:9][C:10]2[S:14][N:13]=[C:12]([SH:15])[C:11]=2[C:25]#[N:26])[CH:2]=[CH:3][CH:4]=[CH:5][CH:6]=1.